Dataset: Reaction yield outcomes from USPTO patents with 853,638 reactions. Task: Predict the reaction yield, written as a fraction of the theoretical maximum amount of product (1.0 means a 100% yield; for example, 0.34 means a 34% yield). (1) The reactants are [Cl:1][C:2]1[CH:7]=[CH:6][C:5]([C:8]2[CH2:14][CH:13]3[N:15](C)[CH:10]([CH2:11][CH2:12]3)[CH:9]=2)=[CH:4][CH:3]=1.Cl[C:18]([O:20][CH2:21][C:22]([Cl:25])([Cl:24])[Cl:23])=[O:19]. The catalyst is ClC(Cl)(Cl)C. The product is [Cl:23][C:22]([Cl:25])([Cl:24])[CH2:21][O:20][C:18]([N:15]1[CH:10]2[CH2:11][CH2:12][CH:13]1[CH:14]=[C:8]([C:5]1[CH:4]=[CH:3][C:2]([Cl:1])=[CH:7][CH:6]=1)[CH2:9]2)=[O:19]. The yield is 0.922. (2) The reactants are [C:1]([NH:5][CH2:6][C:7]1[CH:8]=[C:9]([CH:11]=[CH:12][C:13]=1[N:14]1[CH2:19][CH2:18][N:17]([CH3:20])[CH2:16][CH2:15]1)[NH2:10])([CH3:4])([CH3:3])[CH3:2].Cl[C:22]1[C:31]2[C:26](=[CH:27][C:28]([Cl:32])=[CH:29][CH:30]=2)[N:25]=[CH:24][CH:23]=1.Cl. The catalyst is C(#N)C. The product is [C:1]([NH:5][CH2:6][C:7]1[CH:8]=[C:9]([NH:10][C:22]2[C:31]3[C:26](=[CH:27][C:28]([Cl:32])=[CH:29][CH:30]=3)[N:25]=[CH:24][CH:23]=2)[CH:11]=[CH:12][C:13]=1[N:14]1[CH2:19][CH2:18][N:17]([CH3:20])[CH2:16][CH2:15]1)([CH3:4])([CH3:3])[CH3:2]. The yield is 0.470. (3) The reactants are [CH:1]([NH:4][C:5]1[C:10]2[C:11]([C:23]3[N:28]=[CH:27][N:26]=[C:25]([C:29]([N:31]([CH3:33])[CH3:32])=[O:30])[CH:24]=3)=[N:12][N:13](CC3C=CC(OC)=CC=3)[C:9]=2[CH:8]=[CH:7][N:6]=1)([CH3:3])[CH3:2].C(NC1C2C(C3N=CN=C(C(O)=O)C=3)=NN(CC3C=CC(OC)=CC=3)C=2C=CN=1)(C)C.C(Cl)(=O)C(Cl)=O.Cl.CNC. The catalyst is C(Cl)Cl.CN(C=O)C. The product is [CH:1]([NH:4][C:5]1[C:10]2[C:11]([C:23]3[N:28]=[CH:27][N:26]=[C:25]([C:29]([N:31]([CH3:33])[CH3:32])=[O:30])[CH:24]=3)=[N:12][NH:13][C:9]=2[CH:8]=[CH:7][N:6]=1)([CH3:3])[CH3:2]. The yield is 0.900. (4) The reactants are [NH:1]1[CH2:6][CH2:5][CH2:4][CH:3]([C:7]#[N:8])[CH2:2]1.[F:9][C:10]([F:15])([F:14])[C@@H:11]1[CH2:13][O:12]1. The catalyst is ClCCl. The product is [F:9][C:10]([F:15])([F:14])[CH:11]([OH:12])[CH2:13][N:1]1[CH2:6][CH2:5][CH2:4][CH:3]([C:7]#[N:8])[CH2:2]1. The yield is 0.450. (5) The reactants are [CH2:1]([C@H:8]([NH:34]C(=O)OC(C)(C)C)[C@@H:9]([OH:33])[CH2:10][C@@H:11]([NH:25]C(OC(C)(C)C)=O)[CH2:12][C:13]1[CH:18]=[CH:17][C:16]([C:19]2[CH:24]=[CH:23][CH:22]=[CH:21][N:20]=2)=[CH:15][CH:14]=1)[C:2]1[CH:7]=[CH:6][CH:5]=[CH:4][CH:3]=1.FC(F)(F)C(O)=O. The catalyst is ClCCl. The product is [NH2:34][C@H:8]([C@@H:9]([OH:33])[CH2:10][C@@H:11]([NH2:25])[CH2:12][C:13]1[CH:14]=[CH:15][C:16]([C:19]2[CH:24]=[CH:23][CH:22]=[CH:21][N:20]=2)=[CH:17][CH:18]=1)[CH2:1][C:2]1[CH:7]=[CH:6][CH:5]=[CH:4][CH:3]=1. The yield is 0.980. (6) The reactants are [CH3:1][N:2]1[CH2:7][CH2:6][N:5]([C:8]2[C:17]3[C:12](=[CH:13][CH:14]=[C:15]([N+:18]([O-])=O)[CH:16]=3)[N:11]=[CH:10][N:9]=2)[CH2:4][CH2:3]1. The catalyst is CCO.[Pd]. The product is [NH2:18][C:15]1[CH:16]=[C:17]2[C:12](=[CH:13][CH:14]=1)[N:11]=[CH:10][N:9]=[C:8]2[N:5]1[CH2:4][CH2:3][N:2]([CH3:1])[CH2:7][CH2:6]1. The yield is 0.970. (7) The reactants are [F:1][C:2]([F:40])([F:39])[C:3]1[CH:4]=[C:5]([CH:32]=[C:33]([C:35]([F:38])([F:37])[F:36])[CH:34]=1)[CH2:6][N:7]([CH2:14][C:15]1[CH:20]=[C:19]([C:21]([F:24])([F:23])[F:22])[CH:18]=[CH:17][C:16]=1[CH:25]([CH:27]1[CH2:31][CH2:30][CH2:29][CH2:28]1)[OH:26])[C:8]1[N:9]=[N:10][N:11]([CH3:13])[N:12]=1.CC(OI1(OC(C)=O)(OC(C)=O)OC(=O)C2C=CC=CC1=2)=O.CCOCC.[OH-].[Na+]. The catalyst is C(Cl)Cl. The product is [F:40][C:2]([F:1])([F:39])[C:3]1[CH:4]=[C:5]([CH:32]=[C:33]([C:35]([F:36])([F:37])[F:38])[CH:34]=1)[CH2:6][N:7]([CH2:14][C:15]1[CH:20]=[C:19]([C:21]([F:24])([F:23])[F:22])[CH:18]=[CH:17][C:16]=1[C:25]([CH:27]1[CH2:31][CH2:30][CH2:29][CH2:28]1)=[O:26])[C:8]1[N:9]=[N:10][N:11]([CH3:13])[N:12]=1. The yield is 0.940. (8) The yield is 0.740. The catalyst is ClCCl. The reactants are [CH3:1][C@@H:2]1[NH:7][C@H:6]([C:8]2[CH:13]=[CH:12][CH:11]=[CH:10][CH:9]=2)[CH2:5][O:4][C:3]1=[O:14].C([O-])([O-])=O.[Na+].[Na+].[C:21](Cl)(=[O:23])[CH3:22]. The product is [C:21]([N:7]1[C@H:6]([C:8]2[CH:13]=[CH:12][CH:11]=[CH:10][CH:9]=2)[CH2:5][O:4][C:3](=[O:14])[C@@H:2]1[CH3:1])(=[O:23])[CH3:22]. (9) The reactants are [Cl:1][C:2]1[N:7]=[C:6](Cl)[C:5]([F:9])=[CH:4][N:3]=1.CC(N)[CH2:12][C:13]1[CH:18]=CC=CC=1.OP(O)(O)=O.[Br-].C1([Zn+])CC1.[OH-].[Na+]. No catalyst specified. The product is [Cl:1][C:2]1[N:7]=[C:6]([CH:18]2[CH2:13][CH2:12]2)[C:5]([F:9])=[CH:4][N:3]=1. The yield is 0.510.